From a dataset of Catalyst prediction with 721,799 reactions and 888 catalyst types from USPTO. Predict which catalyst facilitates the given reaction. (1) Reactant: [CH3:1][O:2][C:3]1[CH:8]=[CH:7][CH:6]=[CH:5][C:4]=1[NH:9][C:10]1[N:15]=[C:14]([C:16]2[CH:17]=[C:18]([OH:22])[CH:19]=[CH:20][CH:21]=2)[CH:13]=[CH:12][C:11]=1[N+:23]([O-])=O.ClC1N=C(NC2C=CC=C[C:35]=2[O:40]C)C([N+]([O-])=O)=CC=1.OC1C=C(B(O)O)C=CC=1.P([O-])([O-])([O-])=O.[K+].[K+].[K+]. Product: [OH:22][C:18]1[CH:17]=[C:16]([C:14]2[N:15]=[C:10]3[N:9]([C:4]4[CH:5]=[CH:6][CH:7]=[CH:8][C:3]=4[O:2][CH3:1])[C:35](=[O:40])[NH:23][C:11]3=[CH:12][CH:13]=2)[CH:21]=[CH:20][CH:19]=1. The catalyst class is: 160. (2) Reactant: [O:1]=[C:2]([C:8]1[S:9][CH:10]=[CH:11][N:12]=1)[CH2:3][C:4]([O:6]C)=O.[CH3:13][O:14][C:15]1[CH:20]=[CH:19][CH:18]=[C:17]([NH2:21])[CH:16]=1. Product: [CH3:13][O:14][C:15]1[CH:16]=[C:17]([NH:21][C:4](=[O:6])[CH2:3][C:2](=[O:1])[C:8]2[S:9][CH:10]=[CH:11][N:12]=2)[CH:18]=[CH:19][CH:20]=1. The catalyst class is: 113. (3) Reactant: [CH:1]1([CH:7]([C:9]2[S:10][C:11]([C:15]3[CH:20]=[CH:19][C:18]([C:21]([F:24])([F:23])[F:22])=[CH:17][CH:16]=3)=[CH:12][C:13]=2[CH3:14])O)[CH2:6][CH2:5][CH2:4][CH2:3][CH2:2]1.S(Cl)([Cl:27])=O. Product: [Cl:27][CH:7]([CH:1]1[CH2:6][CH2:5][CH2:4][CH2:3][CH2:2]1)[C:9]1[S:10][C:11]([C:15]2[CH:20]=[CH:19][C:18]([C:21]([F:24])([F:23])[F:22])=[CH:17][CH:16]=2)=[CH:12][C:13]=1[CH3:14]. The catalyst class is: 11. (4) Reactant: [N+:1]([C:4]1[CH:9]=[CH:8][C:7]([CH:10]2[CH2:15][CH2:14][NH:13][CH2:12][CH2:11]2)=[CH:6][CH:5]=1)([O-:3])=[O:2].[BH3-][C:17]#N.[Na+].[C:20](O)(=O)[CH3:21]. Product: [CH:21]1([N:13]2[CH2:12][CH2:11][CH:10]([C:7]3[CH:8]=[CH:9][C:4]([N+:1]([O-:3])=[O:2])=[CH:5][CH:6]=3)[CH2:15][CH2:14]2)[CH2:20][CH2:17]1. The catalyst class is: 5. (5) Reactant: [NH:1]1[C:5]2[CH:6]=[CH:7][C:8]([C:10]([CH:12]3C(=O)O[C:15](C)([CH3:19])[O:14][C:13]3=[O:21])=[O:11])=[CH:9][C:4]=2[N:3]=[N:2]1. Product: [NH:1]1[C:5]2[CH:6]=[CH:7][C:8]([C:10](=[O:11])[CH2:12][C:13]([O:14][CH2:15][CH3:19])=[O:21])=[CH:9][C:4]=2[N:3]=[N:2]1. The catalyst class is: 8. (6) Reactant: [NH2:1][C:2]1[C:3]([Cl:20])=[CH:4][C:5]([F:19])=[C:6]([CH:18]=1)[C:7]([NH:9][CH2:10][C:11]1[CH:16]=[CH:15][CH:14]=[C:13]([F:17])[CH:12]=1)=[O:8].C(N(C(C)C)C(C)C)C.Cl[C:31](=[O:37])[CH2:32][C:33]([O:35][CH3:36])=[O:34]. Product: [CH3:36][O:35][C:33](=[O:34])[CH2:32][C:31]([NH:1][C:2]1[CH:18]=[C:6]([C:7](=[O:8])[NH:9][CH2:10][C:11]2[CH:16]=[CH:15][CH:14]=[C:13]([F:17])[CH:12]=2)[C:5]([F:19])=[CH:4][C:3]=1[Cl:20])=[O:37]. The catalyst class is: 4. (7) Reactant: [CH3:1][C:2]([C:10]1[CH:15]=[CH:14][CH:13]=[CH:12][CH:11]=1)([CH2:5][CH2:6][CH2:7][CH2:8]Br)[CH2:3][OH:4].[C:16]1(=[O:26])[NH:20][C:19](=[O:21])[C:18]2=[CH:22][CH:23]=[CH:24][CH:25]=[C:17]12.[K].CCOCC. Product: [OH:4][CH2:3][C:2]([CH3:1])([C:10]1[CH:15]=[CH:14][CH:13]=[CH:12][CH:11]=1)[CH2:5][CH2:6][CH2:7][CH2:8][N:20]1[C:16](=[O:26])[C:17]2[C:18](=[CH:22][CH:23]=[CH:24][CH:25]=2)[C:19]1=[O:21]. The catalyst class is: 3.